This data is from Full USPTO retrosynthesis dataset with 1.9M reactions from patents (1976-2016). The task is: Predict the reactants needed to synthesize the given product. (1) Given the product [C@H:7]12[CH2:6][C@H:11]([NH:36][CH2:8]1)[CH2:10][N:9]2[CH2:12][C:13]1[CH:18]=[CH:17][C:16]([C@@H:19]2[O:28][C:23]3=[N:24][CH:25]=[CH:26][CH:27]=[C:22]3[O:21][CH2:20]2)=[CH:15][CH:14]=1, predict the reactants needed to synthesize it. The reactants are: C(OC([CH:6]1[CH2:11][CH2:10][N:9]([CH2:12][C:13]2[CH:18]=[CH:17][C:16]([C@@H:19]3[O:28][C:23]4=[N:24][CH:25]=[CH:26][CH:27]=[C:22]4[O:21][CH2:20]3)=[CH:15][CH:14]=2)[CH2:8][CH2:7]1)=O)C.C(OC([N:36]1C[C@@H]2C[C@H]1CN2)=O)(C)(C)C.N1(CC2C=CC([C@@H]3OC4=NC=CC=C4OC3)=CC=2)CCNCC1. (2) Given the product [NH2:1][C:2]1[C:11]2[C:6](=[C:7]([C:21]3[C:22]([O:26][CH3:27])=[CH:23][CH:24]=[CH:25][C:20]=3[Cl:19])[CH:8]=[CH:9][CH:10]=2)[N:5]=[N:4][C:3]=1[C:13]([NH:15][CH2:16][CH2:17][CH3:18])=[O:14], predict the reactants needed to synthesize it. The reactants are: [NH2:1][C:2]1[C:11]2[C:6](=[C:7](Br)[CH:8]=[CH:9][CH:10]=2)[N:5]=[N:4][C:3]=1[C:13]([NH:15][CH2:16][CH2:17][CH3:18])=[O:14].[Cl:19][C:20]1[CH:25]=[CH:24][CH:23]=[C:22]([O:26][CH3:27])[C:21]=1B(O)O. (3) Given the product [NH3:3].[S:1]1[C:5]2[CH2:6][CH2:7][CH2:8][C:4]=2[N:3]=[C:2]1[C:9]1[CH:14]=[CH:13][CH:12]=[CH:11][C:10]=1[NH:15][C:16](=[O:17])[O:18][CH2:19][CH:20]1[CH2:25][CH2:24][NH:23][CH2:22][CH2:21]1, predict the reactants needed to synthesize it. The reactants are: [S:1]1[C:5]2[CH2:6][CH2:7][CH2:8][C:4]=2[N:3]=[C:2]1[C:9]1[CH:14]=[CH:13][CH:12]=[CH:11][C:10]=1[NH:15][C:16]([O:18][CH2:19][CH:20]1[CH2:25][CH2:24][N:23](C(OC(C)(C)C)=O)[CH2:22][CH2:21]1)=[O:17].Cl.CO. (4) Given the product [CH:1]1([C:7]([O:9][CH2:17][C:18]2[CH:23]=[CH:22][CH:21]=[CH:20][CH:19]=2)=[O:8])[CH2:6][CH2:5][CH:4]=[CH:3][CH2:2]1, predict the reactants needed to synthesize it. The reactants are: [CH:1]1([C:7]([OH:9])=[O:8])[CH2:6][CH2:5][CH:4]=[CH:3][CH2:2]1.C(N(CC)CC)C.[CH2:17](Br)[C:18]1[CH:23]=[CH:22][CH:21]=[CH:20][CH:19]=1.O. (5) Given the product [NH2:1][C:2]1[C:7]([C:8]#[N:9])=[C:6]([O:10][CH2:11][CH3:12])[N:5]=[C:4]([C:13]([NH:15][CH2:16][C:17]2([O:23][CH3:24])[CH2:18][CH2:19][N:20]([CH2:36][C:33]3[S:32][C:31]([C:26]4[CH:27]=[CH:28][CH:29]=[CH:30][N:25]=4)=[N:35][CH:34]=3)[CH2:21][CH2:22]2)=[O:14])[CH:3]=1, predict the reactants needed to synthesize it. The reactants are: [NH2:1][C:2]1[C:7]([C:8]#[N:9])=[C:6]([O:10][CH2:11][CH3:12])[N:5]=[C:4]([C:13]([NH:15][CH2:16][C:17]2([O:23][CH3:24])[CH2:22][CH2:21][NH:20][CH2:19][CH2:18]2)=[O:14])[CH:3]=1.[N:25]1[CH:30]=[CH:29][CH:28]=[CH:27][C:26]=1[C:31]1[S:32][C:33]([CH:36]=O)=[CH:34][N:35]=1. (6) The reactants are: [CH2:1]([NH:8][CH2:9][CH2:10][CH:11]=[CH2:12])[C:2]1[CH:7]=[CH:6][CH:5]=[CH:4][CH:3]=1.[OH2:13].[C:14]([OH:18])(=[O:17])[CH:15]=O. Given the product [CH2:1]([N:8]1[CH2:9][CH2:10][CH:11]([OH:13])[CH2:12][CH:15]1[C:14]([OH:18])=[O:17])[C:2]1[CH:7]=[CH:6][CH:5]=[CH:4][CH:3]=1, predict the reactants needed to synthesize it. (7) Given the product [OH:13][C:7]1[CH:6]=[C:5]2[C:10]([C:11]([CH3:12])=[C:2]([C:28]3[CH:27]=[CH:26][C:25]([C:23]([N:20]4[CH2:21][CH2:22][N:17]([CH3:16])[CH2:18][CH2:19]4)=[O:24])=[CH:30][CH:29]=3)[C:3](=[O:14])[O:4]2)=[CH:9][CH:8]=1, predict the reactants needed to synthesize it. The reactants are: Br[C:2]1[C:3](=[O:14])[O:4][C:5]2[C:10]([C:11]=1[CH3:12])=[CH:9][CH:8]=[C:7]([OH:13])[CH:6]=2.Cl.[CH3:16][N:17]1[CH2:22][CH2:21][N:20]([C:23]([C:25]2[CH:30]=[CH:29][C:28](B(O)O)=[CH:27][CH:26]=2)=[O:24])[CH2:19][CH2:18]1.C(OC(O)C)C. (8) Given the product [F:1][C:2]1[CH:3]=[CH:4][C:5]([C:6]([N:11]2[CH2:14][CH2:13][CH2:12]2)=[O:8])=[CH:9][CH:10]=1, predict the reactants needed to synthesize it. The reactants are: [F:1][C:2]1[CH:10]=[CH:9][C:5]([C:6]([OH:8])=O)=[CH:4][CH:3]=1.[NH:11]1[CH2:14][CH2:13][CH2:12]1. (9) Given the product [CH:1]1([C:13]#[N:14])[C:11]2=[C:12]3[C:7](=[CH:8][CH:9]=[CH:10]2)[CH:6]=[CH:5][CH:4]=[C:3]3[CH2:2]1, predict the reactants needed to synthesize it. The reactants are: [C:1]1([C:13]#[N:14])[C:11]2=[C:12]3[C:7](=[CH:8][CH:9]=[CH:10]2)[CH:6]=[CH:5][CH:4]=[C:3]3[CH:2]=1. (10) Given the product [NH2:8][CH:9]([P:10](=[O:17])([O:11][CH2:12][CH3:13])[O:14][CH2:15][CH3:16])[P:18](=[O:25])([O:22][CH2:23][CH3:24])[O:19][CH2:20][CH3:21], predict the reactants needed to synthesize it. The reactants are: C([N:8](CC1C=CC=CC=1)[CH:9]([P:18](=[O:25])([O:22][CH2:23][CH3:24])[O:19][CH2:20][CH3:21])[P:10](=[O:17])([O:14][CH2:15][CH3:16])[O:11][CH2:12][CH3:13])C1C=CC=CC=1.C1CCCCC=1.